This data is from Catalyst prediction with 721,799 reactions and 888 catalyst types from USPTO. The task is: Predict which catalyst facilitates the given reaction. Reactant: [CH3:1][N:2]1[CH2:7][CH2:6][CH:5]([C:8]([O:10][CH2:11][CH3:12])=[O:9])[CH2:4][CH2:3]1.[Li+].[CH3:14]C([N-]C(C)C)C.CI. The catalyst class is: 20. Product: [CH3:1][N:2]1[CH2:7][CH2:6][C:5]([CH3:14])([C:8]([O:10][CH2:11][CH3:12])=[O:9])[CH2:4][CH2:3]1.